This data is from Catalyst prediction with 721,799 reactions and 888 catalyst types from USPTO. The task is: Predict which catalyst facilitates the given reaction. (1) Reactant: [F:1][C:2]1[CH:40]=[CH:39][C:38]([O:41][C:42]([F:45])([F:44])[F:43])=[CH:37][C:3]=1[CH2:4][NH:5][C:6]([C:8]1[N:9]=[N:10][N:11]([CH2:13][CH2:14][CH2:15][CH2:16][C:17]2[N:22]=[N:21][C:20]3[NH:23][C:24]([CH:26]4[CH2:29][N:28](C(OC(C)(C)C)=O)[CH2:27]4)=[CH:25][C:19]=3[CH:18]=2)[CH:12]=1)=[O:7].C(O)(C(F)(F)F)=O. Product: [NH:28]1[CH2:27][CH:26]([C:24]2[NH:23][C:20]3[N:21]=[N:22][C:17]([CH2:16][CH2:15][CH2:14][CH2:13][N:11]4[CH:12]=[C:8]([C:6]([NH:5][CH2:4][C:3]5[CH:37]=[C:38]([O:41][C:42]([F:44])([F:45])[F:43])[CH:39]=[CH:40][C:2]=5[F:1])=[O:7])[N:9]=[N:10]4)=[CH:18][C:19]=3[CH:25]=2)[CH2:29]1. The catalyst class is: 2. (2) Reactant: [NH2:1][C:2]1[CH:7]=[CH:6][C:5]([N:8]2[C:16]3[C:15]([OH:17])=[C:14]([C:18]#[N:19])[C:13](=[O:20])[NH:12][C:11]=3[CH:10]=[C:9]2[Cl:21])=[CH:4][CH:3]=1.C1C[O:25][CH2:24][CH2:23]1.C(Cl)(=O)C. Product: [Cl:21][C:9]1[N:8]([C:5]2[CH:6]=[CH:7][C:2]([NH:1][C:24](=[O:25])[CH3:23])=[CH:3][CH:4]=2)[C:16]2[C:15]([OH:17])=[C:14]([C:18]#[N:19])[C:13](=[O:20])[NH:12][C:11]=2[CH:10]=1. The catalyst class is: 3. (3) Reactant: [NH2:1][C:2]1[C:7]([CH2:8][OH:9])=[C:6]([F:10])[C:5]([Br:11])=[CH:4][CH:3]=1. Product: [NH2:1][C:2]1[C:7]([CH:8]=[O:9])=[C:6]([F:10])[C:5]([Br:11])=[CH:4][CH:3]=1. The catalyst class is: 742. (4) Reactant: [CH3:1][C:2]([S@:5]([NH2:7])=[O:6])([CH3:4])[CH3:3].C([O-])([O-])=O.[Cs+].[Cs+].[Br:14][C:15]1[CH:20]=[C:19]([CH:21]=O)[CH:18]=[CH:17][N:16]=1. Product: [Br:14][C:15]1[CH:20]=[C:19](/[CH:21]=[N:7]/[S@@:5]([C:2]([CH3:4])([CH3:3])[CH3:1])=[O:6])[CH:18]=[CH:17][N:16]=1. The catalyst class is: 2. (5) Product: [Br:1][C:2]1[CH:3]=[C:4]2[C:13](=[CH:14][CH:15]=1)[O:12][CH2:11][C:10]1[N:5]2[CH:6]([CH3:17])[C:7](=[O:16])[N:8]([CH2:21][O:22][CH2:23][CH2:24][Si:25]([CH3:28])([CH3:27])[CH3:26])[N:9]=1. The catalyst class is: 18. Reactant: [Br:1][C:2]1[CH:3]=[C:4]2[C:13](=[CH:14][CH:15]=1)[O:12][CH2:11][C:10]1[N:5]2[CH:6]([CH3:17])[C:7](=[O:16])[NH:8][N:9]=1.[H-].[Na+].Cl[CH2:21][O:22][CH2:23][CH2:24][Si:25]([CH3:28])([CH3:27])[CH3:26].